Dataset: Reaction yield outcomes from USPTO patents with 853,638 reactions. Task: Predict the reaction yield, written as a fraction of the theoretical maximum amount of product (1.0 means a 100% yield; for example, 0.34 means a 34% yield). (1) The reactants are [OH:1][C@H:2]1[CH2:6][N:5]([C:7](=[O:12])[C@@H:8]([NH:10][CH3:11])[CH3:9])[C@H:4]([C:13]([NH:15][CH2:16][C:17]2[CH:22]=[CH:21][C:20]([C:23]3[S:27][CH:26]=[N:25][C:24]=3[CH3:28])=[CH:19][CH:18]=2)=[O:14])[CH2:3]1.CCN(C(C)C)C(C)C.[CH2:38]([O:40][C:41]1[CH:42]=[C:43]([CH:47]=[CH:48][CH:49]=1)[C:44]([OH:46])=O)[CH3:39].CN(C(ON1N=NC2C=CC=NC1=2)=[N+](C)C)C.F[P-](F)(F)(F)(F)F. The catalyst is CN(C=O)C. The product is [CH2:38]([O:40][C:41]1[CH:42]=[C:43]([CH:47]=[CH:48][CH:49]=1)[C:44]([N:10]([C@@H:8]([CH3:9])[C:7]([N:5]1[CH2:6][C@H:2]([OH:1])[CH2:3][C@H:4]1[C:13]([NH:15][CH2:16][C:17]1[CH:22]=[CH:21][C:20]([C:23]2[S:27][CH:26]=[N:25][C:24]=2[CH3:28])=[CH:19][CH:18]=1)=[O:14])=[O:12])[CH3:11])=[O:46])[CH3:39]. The yield is 0.500. (2) The reactants are [S:1]1[C:12]2[C:4](=[CH:5][CH:6]=[C:7]3[C:11]=2[CH2:10][C:9](=[O:13])[NH:8]3)[N:3]=[CH:2]1.C(O[CH:19](OC(C)(C)C)[N:20](C)[CH3:21])(C)(C)C.[CH3:28]N(C=O)C. The catalyst is CCOCC. The product is [CH3:19][N:20]([CH3:21])[CH:10]1[C:11]2[C:7](=[CH:6][CH:5]=[C:4]3[C:12]=2[S:1](=[CH2:28])[CH:2]=[N:3]3)[NH:8][C:9]1=[O:13]. The yield is 0.770. (3) The reactants are [O:1]=[C:2]1[CH:11]=[N:10][C:9]2[C:4](=[CH:5][CH:6]=[C:7]([C:12]([OH:14])=O)[CH:8]=2)[NH:3]1.[NH:15]1[CH2:20][CH2:19][CH2:18][C@@H:17]2[C:21]3[CH:22]=[CH:23][CH:24]=[CH:25][C:26]=3[CH2:27][C@H:16]12.F[P-](F)(F)(F)(F)F.N1(OC(N(C)C)=[N+](C)C)C2N=CC=CC=2N=N1. No catalyst specified. The product is [N:15]1([C:12]([C:7]2[CH:8]=[C:9]3[C:4](=[CH:5][CH:6]=2)[NH:3][C:2](=[O:1])[CH:11]=[N:10]3)=[O:14])[CH2:20][CH2:19][CH2:18][C@@H:17]2[C:21]3[CH:22]=[CH:23][CH:24]=[CH:25][C:26]=3[CH2:27][C@H:16]12. The yield is 0.450. (4) The reactants are [C:1]([C:5]1[CH:9]=[C:8]([NH2:10])[N:7]([C:11]2[CH:16]=[CH:15][CH:14]=[CH:13][C:12]=2[C:17]([F:20])([F:19])[F:18])[N:6]=1)([CH3:4])([CH3:3])[CH3:2].Cl[C:22]([O:24][C:25]1[CH:30]=[CH:29][CH:28]=[CH:27][CH:26]=1)=[O:23]. No catalyst specified. The product is [C:1]([C:5]1[CH:9]=[C:8]([NH:10][C:22](=[O:23])[O:24][C:25]2[CH:30]=[CH:29][CH:28]=[CH:27][CH:26]=2)[N:7]([C:11]2[CH:16]=[CH:15][CH:14]=[CH:13][C:12]=2[C:17]([F:19])([F:20])[F:18])[N:6]=1)([CH3:4])([CH3:2])[CH3:3]. The yield is 0.710. (5) The reactants are O[C@H]([C@@H](O)C(O)=O)C(O)=O.[F:11][C:12]1[CH:13]=[C:14]2[C:19](=[C:20]([F:22])[CH:21]=1)[O:18][CH2:17][C@H:16]([NH2:23])[CH2:15]2.[CH2:24]([N:31]([CH2:44][CH2:45][C:46](=O)[CH2:47]O)[S:32]([C:35]1[CH:40]=[CH:39][CH:38]=[CH:37][C:36]=1[N+:41]([O-:43])=[O:42])(=[O:34])=[O:33])[C:25]1[CH:30]=[CH:29][CH:28]=[CH:27][CH:26]=1.[S-:50][C:51]#[N:52].[K+].C(=O)(O)[O-].[Na+]. The catalyst is C(O)(=O)C.CC(O)C.O.C(O)C. The product is [CH2:24]([N:31]([CH2:44][CH2:45][C:46]1[N:23]([C@@H:16]2[CH2:15][C:14]3[C:19](=[C:20]([F:22])[CH:21]=[C:12]([F:11])[CH:13]=3)[O:18][CH2:17]2)[C:51](=[S:50])[NH:52][CH:47]=1)[S:32]([C:35]1[CH:40]=[CH:39][CH:38]=[CH:37][C:36]=1[N+:41]([O-:43])=[O:42])(=[O:34])=[O:33])[C:25]1[CH:30]=[CH:29][CH:28]=[CH:27][CH:26]=1. The yield is 0.640. (6) The reactants are [CH2:1]([O:3]CC)C.Br[C:7]1[CH:8]=[CH:9][C:10]([CH2:13][O:14][C:15]2[CH:20]=[CH:19][CH:18]=[CH:17][CH:16]=2)=[N:11][CH:12]=1.C([Li])CCC.CN(C)C=O. The catalyst is O. The product is [O:14]([CH2:13][C:10]1[N:11]=[CH:12][C:7]([CH:1]=[O:3])=[CH:8][CH:9]=1)[C:15]1[CH:20]=[CH:19][CH:18]=[CH:17][CH:16]=1. The yield is 0.283. (7) The reactants are [Cl:1][C:2]1[N:7]=[CH:6][C:5]([CH:8]=O)=[CH:4][CH:3]=1.[NH2:10][C:11]1[CH:30]=[CH:29][CH:28]=[CH:27][C:12]=1[C:13]([NH:15][C:16]1[CH:21]=[CH:20][C:19]([CH:22]2[CH2:26][CH2:25][CH2:24][CH2:23]2)=[CH:18][CH:17]=1)=[O:14]. The catalyst is CCO. The product is [Cl:1][C:2]1[N:7]=[CH:6][C:5]([C:8]2[N:15]([C:16]3[CH:21]=[CH:20][C:19]([CH:22]4[CH2:26][CH2:25][CH2:24][CH2:23]4)=[CH:18][CH:17]=3)[C:13](=[O:14])[C:12]3[C:11](=[CH:30][CH:29]=[CH:28][CH:27]=3)[N:10]=2)=[CH:4][CH:3]=1. The yield is 0.540.